Dataset: Catalyst prediction with 721,799 reactions and 888 catalyst types from USPTO. Task: Predict which catalyst facilitates the given reaction. Reactant: [F:1][C:2]([F:20])([F:19])[C:3]1[CH:18]=[CH:17][C:6]([O:7][C:8]2[CH:16]=[CH:15][C:11]([C:12](O)=[O:13])=[CH:10][CH:9]=2)=[CH:5][CH:4]=1. Product: [F:1][C:2]([F:19])([F:20])[C:3]1[CH:18]=[CH:17][C:6]([O:7][C:8]2[CH:16]=[CH:15][C:11]([CH2:12][OH:13])=[CH:10][CH:9]=2)=[CH:5][CH:4]=1. The catalyst class is: 7.